Dataset: Forward reaction prediction with 1.9M reactions from USPTO patents (1976-2016). Task: Predict the product of the given reaction. (1) Given the reactants [NH2:1][C:2]1[CH:24]=[CH:23][C:5]([O:6][C:7]2[C:16]3[C:11](=[CH:12][C:13]([O:21][CH3:22])=[C:14]([C:17]([O:19]C)=[O:18])[CH:15]=3)[N:10]=[CH:9][CH:8]=2)=[C:4]([F:25])[CH:3]=1.CO.[OH-].[Na+].Cl, predict the reaction product. The product is: [NH2:1][C:2]1[CH:24]=[CH:23][C:5]([O:6][C:7]2[C:16]3[C:11](=[CH:12][C:13]([O:21][CH3:22])=[C:14]([C:17]([OH:19])=[O:18])[CH:15]=3)[N:10]=[CH:9][CH:8]=2)=[C:4]([F:25])[CH:3]=1. (2) The product is: [Cl:1][C:2]1[C:3]([C:9]#[N:11])=[N:4][CH:5]=[CH:6][CH:7]=1. Given the reactants [Cl:1][C:2]1[CH:3]=[N+:4]([O-])[CH:5]=[CH:6][CH:7]=1.[CH2:9]([N:11](CC)CC)C.[Si](C#N)(C)(C)C, predict the reaction product. (3) The product is: [CH3:2][O:3][C:4](=[O:21])[C:5]([OH:6])=[CH:7][C:8](=[O:9])[N:10]([CH2:13][C:14]1[CH:15]=[CH:16][C:17]([F:20])=[CH:18][CH:19]=1)[O:11][CH3:12]. Given the reactants C[C:2]1(C)[O:6][C:5](=[CH:7][C:8]([N:10]([CH2:13][C:14]2[CH:19]=[CH:18][C:17]([F:20])=[CH:16][CH:15]=2)[O:11][CH3:12])=[O:9])[C:4](=[O:21])[O:3]1.C[O-].[Na+], predict the reaction product. (4) Given the reactants C(N)(C)C.[Li]CCCC.[C:10](#[N:14])[CH:11]([CH3:13])[CH3:12].Br[CH2:16][CH2:17][CH2:18][Cl:19], predict the reaction product. The product is: [Cl:19][CH2:18][CH2:17][CH2:16][C:11]([CH3:13])([CH3:12])[C:10]#[N:14]. (5) Given the reactants [C:1]1([CH:8]=[CH:7][CH:6]=[C:4]([OH:5])[CH:3]=1)[OH:2].[C:9]1(=[O:19])[O:14][C:12](=O)[C:11]2=[CH:15][CH:16]=[CH:17][CH:18]=[C:10]12.S([O-])(O)(=O)=O.[K+], predict the reaction product. The product is: [CH:16]1[CH:17]=[CH:18][C:10]([C:9]([OH:14])=[O:19])=[C:11]([C:12]2[C:6]3[CH:4]=[CH:3][C:1]([OH:2])=[CH:8][C:7]=3[O:5][C:4]3[C:6]=2[CH:7]=[CH:8][C:1]([CH:3]=3)=[O:2])[CH:15]=1. (6) Given the reactants [NH2:1][C:2]1[CH:7]=[CH:6][CH:5]=[CH:4][CH:3]=1.[CH:8]([N:11]([CH2:15][CH3:16])[CH:12]([CH3:14])[CH3:13])([CH3:10])[CH3:9].[CH2:17]1[S:21](=[O:23])(=[O:22])[O:20][CH2:19][CH2:18]1, predict the reaction product. The product is: [S:21]([CH2:17][CH2:18][CH2:19][N:1]([CH2:14][CH2:12][CH2:13][S:21]([O-:23])(=[O:22])=[O:20])[C:2]1[CH:7]=[CH:6][CH:5]=[CH:4][CH:3]=1)([O-:20])(=[O:23])=[O:22].[CH2:15]([NH+:11]([CH:12]([CH3:14])[CH3:13])[CH:8]([CH3:10])[CH3:9])[CH3:16].[CH2:17]([NH+:1]([CH:2]([CH3:3])[CH3:7])[CH:8]([CH3:10])[CH3:9])[CH3:18]. (7) Given the reactants [CH2:1]([C:8]1[CH:9]=[C:10]2[C:15](=[CH:16][C:17]=1[Cl:18])[N:14]=[C:13]([N:19]1[CH:23]=[C:22]([C:24]([O:26]CC)=[O:25])[CH:21]=[N:20]1)[NH:12][C:11]2=O)[C:2]1[CH:7]=[CH:6][CH:5]=[CH:4][CH:3]=1.[CH3:30][NH:31][CH3:32], predict the reaction product. The product is: [CH2:1]([C:8]1[CH:9]=[C:10]2[C:15](=[CH:16][C:17]=1[Cl:18])[N:14]=[C:13]([N:19]1[CH:23]=[C:22]([C:24]([OH:26])=[O:25])[CH:21]=[N:20]1)[N:12]=[C:11]2[N:31]([CH3:32])[CH3:30])[C:2]1[CH:3]=[CH:4][CH:5]=[CH:6][CH:7]=1. (8) Given the reactants [Cl:1][C:2]1[CH:16]=[CH:15][C:14](/[CH:17]=[CH:18]/[CH:19]=[O:20])=[CH:13][C:3]=1[O:4][CH2:5][C:6]([O:8][C:9]([CH3:12])([CH3:11])[CH3:10])=[O:7].[BH4-].[Na+].C(O)(=O)CC(CC(O)=O)(C(O)=O)O, predict the reaction product. The product is: [Cl:1][C:2]1[CH:16]=[CH:15][C:14](/[CH:17]=[CH:18]/[CH2:19][OH:20])=[CH:13][C:3]=1[O:4][CH2:5][C:6]([O:8][C:9]([CH3:12])([CH3:11])[CH3:10])=[O:7].